Dataset: Forward reaction prediction with 1.9M reactions from USPTO patents (1976-2016). Task: Predict the product of the given reaction. (1) Given the reactants [NH2:1][C:2]1[CH:3]=[CH:4][C:5]2[CH2:11][CH2:10][C:9](=[O:12])[CH2:8][CH2:7][C:6]=2[CH:13]=1.C(=O)([O-])[O-].[Na+].[Na+].Cl[C:21]([O:23][CH2:24][C:25]1[CH:30]=[CH:29][CH:28]=[CH:27][CH:26]=1)=[O:22], predict the reaction product. The product is: [CH2:24]([O:23][C:21](=[O:22])[NH:1][C:2]1[CH:3]=[CH:4][C:5]2[CH2:11][CH2:10][C:9](=[O:12])[CH2:8][CH2:7][C:6]=2[CH:13]=1)[C:25]1[CH:30]=[CH:29][CH:28]=[CH:27][CH:26]=1. (2) Given the reactants [CH3:1][O:2][C:3]1[CH:4]=[C:5]([CH:9]=[CH:10][C:11]=1[O:12][CH3:13])[C:6](Cl)=O.[CH3:14][CH:15]([CH2:20][CH3:21])[C:16](OC)=[O:17].O.[NH2:23][NH2:24], predict the reaction product. The product is: [CH3:1][O:2][C:3]1[CH:4]=[C:5]([C:6]2[C:15]([CH2:20][CH3:21])([CH3:14])[C:16](=[O:17])[NH:23][N:24]=2)[CH:9]=[CH:10][C:11]=1[O:12][CH3:13].